Predict the reactants needed to synthesize the given product. From a dataset of Full USPTO retrosynthesis dataset with 1.9M reactions from patents (1976-2016). (1) Given the product [ClH:30].[CH2:12]([C:11]1[CH:10]=[C:9]2[C:5](=[CH:4][C:3]=1[CH2:1][CH3:2])[CH2:6][CH:7]([NH:14][CH2:15][C@@H:16]([C:18]1[CH:27]=[CH:26][C:25]([OH:28])=[C:24]3[C:19]=1[CH:20]=[CH:21][C:22](=[O:29])[NH:23]3)[OH:17])[CH2:8]2)[CH3:13], predict the reactants needed to synthesize it. The reactants are: [CH2:1]([C:3]1[CH:4]=[C:5]2[C:9](=[CH:10][C:11]=1[CH2:12][CH3:13])[CH2:8][CH:7]([NH:14][CH2:15][C@@H:16]([C:18]1[CH:27]=[CH:26][C:25]([OH:28])=[C:24]3[C:19]=1[CH:20]=[CH:21][C:22](=[O:29])[NH:23]3)[OH:17])[CH2:6]2)[CH3:2].[ClH:30]. (2) Given the product [CH2:1]([C:3]1[N:7]2[C:8](=[O:23])[CH:9]=[C:10]([CH2:12][N:13]([CH2:21][CH3:22])[C:14]3[CH:15]=[CH:16][C:17]([F:20])=[CH:18][CH:19]=3)[N:11]=[C:6]2[S:5][C:4]=1[CH3:24])[CH3:2], predict the reactants needed to synthesize it. The reactants are: [CH:1]([C:3]1[N:7]2[C:8](=[O:23])[CH:9]=[C:10]([CH2:12][N:13]([CH2:21][CH3:22])[C:14]3[CH:19]=[CH:18][C:17]([F:20])=[CH:16][CH:15]=3)[N:11]=[C:6]2[S:5][C:4]=1[CH3:24])=[CH2:2]. (3) The reactants are: [C:1]([O:5][C:6](=[O:26])[NH:7][CH2:8][CH2:9][CH2:10][NH:11][CH2:12][C:13]1[CH:18]=[CH:17][CH:16]=[C:15]([C:19]2[CH:24]=[CH:23][N:22]=[C:21]([Cl:25])[N:20]=2)[CH:14]=1)([CH3:4])([CH3:3])[CH3:2].[CH3:27][S:28](Cl)(=[O:30])=[O:29]. Given the product [C:1]([O:5][C:6](=[O:26])[NH:7][CH2:8][CH2:9][CH2:10][N:11]([CH2:12][C:13]1[CH:18]=[CH:17][CH:16]=[C:15]([C:19]2[CH:24]=[CH:23][N:22]=[C:21]([Cl:25])[N:20]=2)[CH:14]=1)[S:28]([CH3:27])(=[O:30])=[O:29])([CH3:4])([CH3:2])[CH3:3], predict the reactants needed to synthesize it. (4) Given the product [N+:9]([C:3]1[CH:4]=[C:5]([C:12]2[C:21]3[C:16](=[CH:17][CH:18]=[CH:19][CH:20]=3)[CH:15]=[CH:14][CH:13]=2)[CH:6]=[CH:7][C:2]=1[C:20]1[C:21]2[C:16](=[CH:15][CH:14]=[CH:13][CH:12]=2)[CH:17]=[CH:18][CH:19]=1)([O-:11])=[O:10], predict the reactants needed to synthesize it. The reactants are: Br[C:2]1[CH:7]=[CH:6][C:5](Br)=[CH:4][C:3]=1[N+:9]([O-:11])=[O:10].[C:12]1(B(O)O)[C:21]2[C:16](=[CH:17][CH:18]=[CH:19][CH:20]=2)[CH:15]=[CH:14][CH:13]=1.C(=O)([O-])[O-].[K+].[K+]. (5) The reactants are: C([O:3][C:4](=[O:45])[C:5]1[CH:10]=[CH:9][CH:8]=[C:7]([NH:11][C:12]([NH:14][CH2:15][C:16](=[O:44])[N:17]([CH2:37][C:38]2[CH:43]=[CH:42][CH:41]=[CH:40][CH:39]=2)[CH:18]2[C:27]3[C:22](=[CH:23][C:24]([O:28][CH3:29])=[CH:25][CH:26]=3)[CH2:21][CH2:20][CH:19]2[CH2:30][C:31]2[CH:36]=[CH:35][CH:34]=[CH:33][CH:32]=2)=[O:13])[CH:6]=1)C. Given the product [CH2:37]([N:17]([CH:18]1[C:27]2[C:22](=[CH:23][C:24]([O:28][CH3:29])=[CH:25][CH:26]=2)[CH2:21][CH2:20][CH:19]1[CH2:30][C:31]1[CH:36]=[CH:35][CH:34]=[CH:33][CH:32]=1)[C:16]([CH2:15][NH:14][C:12](=[O:13])[NH:11][C:7]1[CH:6]=[C:5]([CH:10]=[CH:9][CH:8]=1)[C:4]([OH:45])=[O:3])=[O:44])[C:38]1[CH:43]=[CH:42][CH:41]=[CH:40][CH:39]=1, predict the reactants needed to synthesize it.